This data is from Reaction yield outcomes from USPTO patents with 853,638 reactions. The task is: Predict the reaction yield, written as a fraction of the theoretical maximum amount of product (1.0 means a 100% yield; for example, 0.34 means a 34% yield). (1) The reactants are [I:1][C:2]1[C:10]2[C:5](=[N:6][CH:7]=[C:8]([C:11]3[CH:12]=[C:13]([NH:17][C:18](=[O:24])[O:19][C:20]([CH3:23])([CH3:22])[CH3:21])[CH:14]=[CH:15][CH:16]=3)[CH:9]=2)[NH:4][CH:3]=1.[H-].[Na+].[C:27]1([CH3:37])[CH:32]=[CH:31][C:30]([S:33](Cl)(=[O:35])=[O:34])=[CH:29][CH:28]=1. The catalyst is O1CCCC1. The product is [I:1][C:2]1[C:10]2[C:5](=[N:6][CH:7]=[C:8]([C:11]3[CH:12]=[C:13]([NH:17][C:18](=[O:24])[O:19][C:20]([CH3:21])([CH3:23])[CH3:22])[CH:14]=[CH:15][CH:16]=3)[CH:9]=2)[N:4]([S:33]([C:30]2[CH:31]=[CH:32][C:27]([CH3:37])=[CH:28][CH:29]=2)(=[O:35])=[O:34])[CH:3]=1. The yield is 0.980. (2) The reactants are Br[C:2]1[CH:7]=[C:6]([CH3:8])[C:5]([C:9]([F:12])([F:11])[F:10])=[CH:4][C:3]=1[N+:13]([O-:15])=[O:14].[Cu][C:17]#[N:18].Cl. The catalyst is CN1CCCC1=O. The product is [CH3:8][C:6]1[C:5]([C:9]([F:12])([F:11])[F:10])=[CH:4][C:3]([N+:13]([O-:15])=[O:14])=[C:2]([CH:7]=1)[C:17]#[N:18]. The yield is 0.880.